This data is from Forward reaction prediction with 1.9M reactions from USPTO patents (1976-2016). The task is: Predict the product of the given reaction. The product is: [NH2:17][CH:18]([C:23]1[CH:28]=[CH:27][C:26]([O:29][CH:30]2[CH2:34][CH2:33][CH2:32][CH2:31]2)=[C:25]([O:35][CH3:36])[CH:24]=1)[CH2:19][C:20]([O:22][CH3:2])=[O:21]. Given the reactants N[CH:2](C1C=CC(OC)=C(OC)C=1)CC(O)=O.[NH2:17][CH:18]([C:23]1[CH:28]=[CH:27][C:26]([O:29][CH:30]2[CH2:34][CH2:33][CH2:32][CH2:31]2)=[C:25]([O:35][CH3:36])[CH:24]=1)[CH2:19][C:20]([OH:22])=[O:21], predict the reaction product.